This data is from Reaction yield outcomes from USPTO patents with 853,638 reactions. The task is: Predict the reaction yield, written as a fraction of the theoretical maximum amount of product (1.0 means a 100% yield; for example, 0.34 means a 34% yield). (1) The reactants are Br[CH2:2][C:3]1[CH:8]=[C:7]([Cl:9])[C:6]([O:10][CH3:11])=[C:5]([N+:12]([O-:14])=[O:13])[C:4]=1[F:15].[CH2:16]([O:18][P:19]([O:23]CC)[O:20][CH2:21][CH3:22])[CH3:17]. No catalyst specified. The product is [Cl:9][C:7]1[C:6]([O:10][CH3:11])=[C:5]([N+:12]([O-:14])=[O:13])[C:4]([F:15])=[C:3]([CH:8]=1)[CH2:2][P:19](=[O:23])([O:20][CH2:21][CH3:22])[O:18][CH2:16][CH3:17]. The yield is 0.910. (2) The reactants are [F:1][C:2]([F:7])([F:6])[C:3]([OH:5])=[O:4].[C:8]1([C:14]2[CH:19]=[C:18]([CH:20]3[CH2:25][CH2:24][N:23]([C:26](=[O:32])[CH2:27][NH:28]CCO)[CH2:22][CH2:21]3)[CH:17]=[CH:16][C:15]=2[NH:33][C:34]([C:36]2[NH:37][CH:38]=[C:39]([C:41]#[N:42])[N:40]=2)=[O:35])[CH2:13][CH2:12][CH2:11][CH2:10][CH:9]=1.[BH-](OC(C)=O)(OC(C)=O)[O:44][C:45]([CH3:47])=O.[Na+].C=O. The catalyst is CO. The product is [C:3]([OH:5])([C:2]([F:7])([F:6])[F:1])=[O:4].[F:1][C:2]([F:7])([F:6])[C:3]([OH:5])=[O:4].[C:8]1([C:14]2[CH:19]=[C:18]([CH:20]3[CH2:21][CH2:22][N:23]([C:26](=[O:32])[C:27]([CH3:2])([NH2:28])[CH2:47][CH2:45][OH:44])[CH2:24][CH2:25]3)[CH:17]=[CH:16][C:15]=2[NH:33][C:34]([C:36]2[NH:37][CH:38]=[C:39]([C:41]#[N:42])[N:40]=2)=[O:35])[CH2:13][CH2:12][CH2:11][CH2:10][CH:9]=1. The yield is 0.00100. (3) The reactants are [CH3:1][O:2][C:3](=[O:14])[C:4]1[CH:9]=[CH:8][C:7](F)=[C:6]([N+:11]([O-:13])=[O:12])[CH:5]=1.[C:15]([CH2:17][C:18]([NH2:20])=[O:19])#[N:16].[H-].[Na+].Cl.O1CCOCC1. The catalyst is C1COCC1. The product is [CH3:1][O:2][C:3](=[O:14])[C:4]1[CH:9]=[CH:8][C:7]([CH:17]([C:18](=[O:19])[NH2:20])[C:15]#[N:16])=[C:6]([N+:11]([O-:13])=[O:12])[CH:5]=1. The yield is 0.670. (4) The reactants are [O:1]1[C:5]2[CH:6]=[CH:7][CH:8]=[CH:9][C:4]=2[CH:3]=[C:2]1[CH:10]1[CH2:15][CH2:14][C:13]([CH3:19])([C:16]([OH:18])=O)[CH2:12][CH2:11]1.Cl.CN(C)CCCN=C=NCC.[C:32]1([S:42]([NH2:45])(=[O:44])=[O:43])[C:33]([S:38]([NH2:41])(=[O:40])=[O:39])=[CH:34][CH:35]=[CH:36][CH:37]=1. The catalyst is CN(C)C1C=CN=CC=1.CN(C)C=O. The product is [O:1]1[C:5]2[CH:6]=[CH:7][CH:8]=[CH:9][C:4]=2[CH:3]=[C:2]1[CH:10]1[CH2:15][CH2:14][C:13]([CH3:19])([C:16]([NH:45][S:42]([C:32]2[CH:37]=[CH:36][CH:35]=[CH:34][C:33]=2[S:38](=[O:40])(=[O:39])[NH2:41])(=[O:44])=[O:43])=[O:18])[CH2:12][CH2:11]1. The yield is 0.460. (5) The reactants are [F:1][C:2]1[CH:3]=[N:4][N:5]([CH3:18])[C:6]=1[C:7]1[CH:12]=[C:11]([N+:13]([O-])=O)[CH:10]=[CH:9][C:8]=1[O:16][CH3:17]. The catalyst is CCO.[Pd]. The product is [F:1][C:2]1[CH:3]=[N:4][N:5]([CH3:18])[C:6]=1[C:7]1[CH:12]=[C:11]([NH2:13])[CH:10]=[CH:9][C:8]=1[O:16][CH3:17]. The yield is 0.970. (6) The reactants are [Br:1][C:2]1[C:10]2[N:9]3[C:11]([CH3:24])=[N:12][C:13]([C:14]4[CH:19]=[CH:18][C:17]([C:20]([OH:23])([CH3:22])[CH3:21])=[CH:16][CH:15]=4)=[C:8]3[CH:7]=[N:6][C:5]=2[N:4]([Si](C(C)C)(C(C)C)C(C)C)[CH:3]=1.CCCC[N+](CCCC)(CCCC)CCCC.[F-]. The catalyst is C1COCC1. The product is [Br:1][C:2]1[C:10]2[N:9]3[C:11]([CH3:24])=[N:12][C:13]([C:14]4[CH:15]=[CH:16][C:17]([C:20]([OH:23])([CH3:21])[CH3:22])=[CH:18][CH:19]=4)=[C:8]3[CH:7]=[N:6][C:5]=2[NH:4][CH:3]=1. The yield is 0.390. (7) The reactants are C(OC([N:8]1[CH:14]([CH2:15][C:16]2[CH:21]=[CH:20][C:19]([O:22][CH3:23])=[C:18]([O:24][CH3:25])[CH:17]=2)[C:13]2[CH:26]=[C:27]([O:32][CH3:33])[C:28]([O:30][CH3:31])=[CH:29][C:12]=2[S:11](=[O:35])(=[O:34])[CH2:10][CH2:9]1)=O)(C)(C)C.FC(F)(F)C(O)=O.O.[OH-].[Na+].C(Cl)Cl.CO. The catalyst is C(Cl)Cl. The product is [CH3:25][O:24][C:18]1[CH:17]=[C:16]([CH:21]=[CH:20][C:19]=1[O:22][CH3:23])[CH2:15][CH:14]1[C:13]2[CH:26]=[C:27]([O:32][CH3:33])[C:28]([O:30][CH3:31])=[CH:29][C:12]=2[S:11](=[O:35])(=[O:34])[CH2:10][CH2:9][NH:8]1. The yield is 0.470. (8) The reactants are [CH3:1][N:2]([CH2:10][CH2:11][CH:12]=[O:13])[C:3](=[O:9])[O:4][C:5]([CH3:8])([CH3:7])[CH3:6].[F:14][C:15]([Si](C)(C)C)([F:17])[F:16].[F-].C([N+](CCCC)(CCCC)CCCC)CCC.[Cl-].[NH4+]. The catalyst is O1CCCC1. The product is [CH3:1][N:2]([CH2:10][CH2:11][CH:12]([OH:13])[C:15]([F:17])([F:16])[F:14])[C:3](=[O:9])[O:4][C:5]([CH3:8])([CH3:6])[CH3:7]. The yield is 0.660. (9) The reactants are [CH3:1][O:2][C:3]1[CH:8]=[CH:7][C:6]([O:9][CH3:10])=[CH:5][C:4]=1[S:11][C:12]1[NH:13][C:14]2[C:19]([N:20]=1)=[C:18]([NH2:21])[N:17]=[CH:16][N:15]=2.Br[CH2:23][CH2:24][C:25]1[CH:30]=[CH:29][CH:28]=[CH:27][C:26]=1[F:31]. No catalyst specified. The product is [CH3:1][O:2][C:3]1[CH:8]=[CH:7][C:6]([O:9][CH3:10])=[CH:5][C:4]=1[S:11][C:12]1[N:13]=[C:14]2[C:19]([N:20]=1)=[C:18]([NH2:21])[N:17]=[CH:16][N:15]2[CH2:23][CH2:24][C:25]1[CH:30]=[CH:29][CH:28]=[CH:27][C:26]=1[F:31]. The yield is 0.370. (10) The reactants are [Cl:1][C:2]1[CH:21]=[CH:20][C:5]([CH:6]([N:14]2[CH2:19][CH2:18][NH:17][CH2:16][CH2:15]2)[C:7]2[CH:12]=[CH:11][C:10]([Cl:13])=[CH:9][CH:8]=2)=[CH:4][CH:3]=1.ClC(Cl)(O[C:26](=[O:32])[O:27]C(Cl)(Cl)Cl)Cl.O[N:35]1[C:39](=[O:40])[C:38]2=[CH:41][CH:42]=[CH:43][CH:44]=[C:37]2[C:36]1=[O:45].CCN(C(C)C)C(C)C. No catalyst specified. The product is [Cl:1][C:2]1[CH:21]=[CH:20][C:5]([CH:6]([C:7]2[CH:8]=[CH:9][C:10]([Cl:13])=[CH:11][CH:12]=2)[N:14]2[CH2:15][CH2:16][N:17]([C:26]([O:27][N:35]3[C:39](=[O:40])[C:38]4[C:37](=[CH:44][CH:43]=[CH:42][CH:41]=4)[C:36]3=[O:45])=[O:32])[CH2:18][CH2:19]2)=[CH:4][CH:3]=1. The yield is 0.620.